Task: Binary Classification. Given a T-cell receptor sequence (or CDR3 region) and an epitope sequence, predict whether binding occurs between them.. Dataset: TCR-epitope binding with 47,182 pairs between 192 epitopes and 23,139 TCRs (1) The epitope is TAFTIPSI. The TCR CDR3 sequence is CSVEGPLAGEADTQYF. Result: 1 (the TCR binds to the epitope). (2) The epitope is TPRVTGGGAM. The TCR CDR3 sequence is CASSSGVTNTGELFF. Result: 0 (the TCR does not bind to the epitope). (3) The epitope is HTTDPSFLGRY. The TCR CDR3 sequence is CASTGQANTGELFF. Result: 1 (the TCR binds to the epitope). (4) The epitope is RQLLFVVEV. The TCR CDR3 sequence is CASSKDLSSYEQYF. Result: 1 (the TCR binds to the epitope).